This data is from Full USPTO retrosynthesis dataset with 1.9M reactions from patents (1976-2016). The task is: Predict the reactants needed to synthesize the given product. (1) Given the product [CH3:1][CH:2]1[N:7]([C:28](=[O:29])[C:27]2[CH:31]=[CH:32][CH:33]=[C:25]([C:23]3[S:24][C:20]([C:18](=[O:19])[C:17]([F:16])([F:34])[F:35])=[CH:21][CH:22]=3)[CH:26]=2)[CH2:6][CH2:5][N:4]([C:8]2[CH:15]=[CH:14][C:11]([C:12]#[N:13])=[CH:10][N:9]=2)[CH2:3]1, predict the reactants needed to synthesize it. The reactants are: [CH3:1][CH:2]1[NH:7][CH2:6][CH2:5][N:4]([C:8]2[CH:15]=[CH:14][C:11]([C:12]#[N:13])=[CH:10][N:9]=2)[CH2:3]1.[F:16][C:17]([F:35])([F:34])[C:18]([C:20]1[S:24][C:23]([C:25]2[CH:26]=[C:27]([CH:31]=[CH:32][CH:33]=2)[C:28](O)=[O:29])=[CH:22][CH:21]=1)=[O:19]. (2) Given the product [CH2:14]1[C:15]2[C:20](=[CH:19][CH:18]=[CH:17][CH:16]=2)[CH2:12][CH:13]1[NH:21][C:22]1[N:23]=[CH:24][C:25]2[CH2:30][N:29]([C:1]([O:2][CH2:3][CH2:4][CH2:5][Cl:6])=[O:7])[CH2:28][C:26]=2[N:27]=1, predict the reactants needed to synthesize it. The reactants are: [C:1](Cl)(=[O:7])[O:2][CH2:3][CH2:4][CH2:5][Cl:6].O.Cl.Cl.[CH2:12]1[C:20]2[C:15](=[CH:16][CH:17]=[CH:18][CH:19]=2)[CH2:14][CH:13]1[NH:21][C:22]1[N:23]=[CH:24][C:25]2[CH2:30][NH:29][CH2:28][C:26]=2[N:27]=1.C(N(CC)CC)C. (3) Given the product [CH3:25][C@H:21]1[O:22][C@@H:23]([CH3:24])[C@@H:15]2[C:6]3([CH2:5][C:4]4[C:17]([N:16]2[CH2:20]1)=[CH:18][CH:19]=[C:2]([NH:1][C:33]([NH:32][C:26]1[CH:31]=[CH:30][CH:29]=[CH:28][CH:27]=1)=[O:34])[CH:3]=4)[C:7](=[O:14])[NH:8][C:9](=[O:13])[NH:10][C:11]3=[O:12], predict the reactants needed to synthesize it. The reactants are: [NH2:1][C:2]1[CH:3]=[C:4]2[C:17](=[CH:18][CH:19]=1)[N:16]1[CH2:20][C@@H:21]([CH3:25])[O:22][C@@H:23]([CH3:24])[C@@H:15]1[C:6]1([C:11](=[O:12])[NH:10][C:9](=[O:13])[NH:8][C:7]1=[O:14])[CH2:5]2.[C:26]1([N:32]=[C:33]=[O:34])[CH:31]=[CH:30][CH:29]=[CH:28][CH:27]=1. (4) The reactants are: [C:1]([O:5][C:6](=[O:29])[NH:7][C:8]1[C@:9]([CH3:28])([C:24]([F:27])([F:26])[F:25])[O:10][CH2:11][C@:12]([C:15]2[CH:20]=[CH:19][CH:18]=[C:17]([N:21]=[N+]=[N-])[CH:16]=2)([CH3:14])[N:13]=1)([CH3:4])([CH3:3])[CH3:2]. Given the product [C:1]([O:5][C:6](=[O:29])[NH:7][C:8]1[C@:9]([CH3:28])([C:24]([F:27])([F:25])[F:26])[O:10][CH2:11][C@:12]([C:15]2[CH:20]=[CH:19][CH:18]=[C:17]([NH2:21])[CH:16]=2)([CH3:14])[N:13]=1)([CH3:2])([CH3:3])[CH3:4], predict the reactants needed to synthesize it. (5) Given the product [F:1][C:2]([F:7])([F:6])[C:3]([OH:5])=[O:4].[CH3:19][N:20]1[C:35]([CH3:36])=[C:23]2[CH2:24][NH:25][CH2:26][CH2:27][C:22]2=[N:21]1, predict the reactants needed to synthesize it. The reactants are: [F:1][C:2]([F:7])([F:6])[C:3]([OH:5])=[O:4].CN1C2CCNCC=2C(C)=N1.[CH3:19][N:20]1[C:35]([CH3:36])=[C:23]2[CH2:24][N:25](C(OC(C)(C)C)=O)[CH2:26][CH2:27][C:22]2=[N:21]1.